Dataset: Reaction yield outcomes from USPTO patents with 853,638 reactions. Task: Predict the reaction yield, written as a fraction of the theoretical maximum amount of product (1.0 means a 100% yield; for example, 0.34 means a 34% yield). (1) The catalyst is C1C=CC(P(C2C=CC=CC=2)[C-]2C=CC=C2)=CC=1.C1C=CC(P(C2C=CC=CC=2)[C-]2C=CC=C2)=CC=1.Cl[Pd]Cl.[Fe+2].ClCCl.O. The yield is 0.380. The product is [CH2:24]([C:7]1[CH:8]=[C:9]([CH2:10][C:11]#[N:12])[CH:13]=[CH:14][C:15]=1[O:16][CH3:17])[CH3:25]. The reactants are CN(C)C=O.Br[C:7]1[CH:8]=[C:9]([CH:13]=[CH:14][C:15]=1[O:16][CH3:17])[CH2:10][C:11]#[N:12].C(=O)([O-])[O-].[K+].[K+].[CH2:24](B(CC)CC)[CH3:25]. (2) The reactants are [F:1][C:2]([F:20])([F:19])[C:3](=O)[CH2:4][C:5]([C:7]1[CH:17]=[CH:16][C:10]2[O:11][CH2:12][C:13](=[O:15])[NH:14][C:9]=2[CH:8]=1)=O.Cl.[F:22][C:23]1[CH:24]=[C:25]([NH:30][NH2:31])[CH:26]=[C:27]([F:29])[CH:28]=1. No catalyst specified. The product is [F:22][C:23]1[CH:24]=[C:25]([N:30]2[C:5]([C:7]3[CH:17]=[CH:16][C:10]4[O:11][CH2:12][C:13](=[O:15])[NH:14][C:9]=4[CH:8]=3)=[CH:4][C:3]([C:2]([F:20])([F:19])[F:1])=[N:31]2)[CH:26]=[C:27]([F:29])[CH:28]=1. The yield is 0.290. (3) The reactants are C(Cl)(=O)C.[CH3:5][S:6]([C:9]1[CH:33]=[CH:32][C:12]([CH2:13][C:14]2[N:18]=[C:17]([CH:19]3[CH2:24][CH2:23][N:22](C(OC(C)(C)C)=O)[CH2:21][CH2:20]3)[O:16][N:15]=2)=[CH:11][CH:10]=1)(=[O:8])=[O:7]. The catalyst is CO. The product is [CH3:5][S:6]([C:9]1[CH:10]=[CH:11][C:12]([CH2:13][C:14]2[N:18]=[C:17]([CH:19]3[CH2:24][CH2:23][NH:22][CH2:21][CH2:20]3)[O:16][N:15]=2)=[CH:32][CH:33]=1)(=[O:7])=[O:8]. The yield is 0.970. (4) The reactants are [CH2:1]([O:3][C:4](=[O:32])[C:5]([CH3:31])([CH3:30])[CH2:6][C:7]1[CH:12]=[CH:11][C:10]([C:13](=[O:29])[C:14]2[CH:19]=[CH:18][C:17]([CH2:20][C:21]([C:24]([O:26][CH2:27][CH3:28])=[O:25])([CH3:23])[CH3:22])=[CH:16][CH:15]=2)=[CH:9][CH:8]=1)[CH3:2].[BH4-].[Na+].O.ClCCl. The catalyst is CO. The product is [CH2:1]([O:3][C:4](=[O:32])[C:5]([CH3:30])([CH3:31])[CH2:6][C:7]1[CH:8]=[CH:9][C:10]([CH:13]([C:14]2[CH:15]=[CH:16][C:17]([CH2:20][C:21]([C:24]([O:26][CH2:27][CH3:28])=[O:25])([CH3:23])[CH3:22])=[CH:18][CH:19]=2)[OH:29])=[CH:11][CH:12]=1)[CH3:2]. The yield is 0.820. (5) The reactants are [N:1]1[CH:6]=[CH:5][CH:4]=[CH:3][C:2]=1[C:7]([C@H:9]1[CH2:13][CH2:12][CH2:11][O:10]1)=[O:8].[BH4-].[Na+].O. The product is [N:1]1[CH:6]=[CH:5][CH:4]=[CH:3][C:2]=1[C@H:7]([CH:9]1[CH2:13][CH2:12][CH2:11][O:10]1)[OH:8]. The yield is 0.750. The catalyst is CO. (6) The reactants are O.[OH-].[Li+].[O:4]1[CH2:9][CH2:8][CH:7]([CH:10]([NH:15][C:16]([C:18]2[C:27]([NH:28][C:29]([NH:31][C:32]3[C:37]([CH3:38])=[CH:36][C:35]([CH3:39])=[CH:34][C:33]=3[CH3:40])=[O:30])=[CH:26][C:25]3[C:20](=[CH:21][CH:22]=[CH:23][CH:24]=3)[CH:19]=2)=[O:17])[C:11]([O:13]C)=[O:12])[CH2:6][CH2:5]1.CO.Cl. The catalyst is C1COCC1.O. The product is [O:4]1[CH2:9][CH2:8][CH:7]([CH:10]([NH:15][C:16]([C:18]2[C:27]([NH:28][C:29]([NH:31][C:32]3[C:33]([CH3:40])=[CH:34][C:35]([CH3:39])=[CH:36][C:37]=3[CH3:38])=[O:30])=[CH:26][C:25]3[C:20](=[CH:21][CH:22]=[CH:23][CH:24]=3)[CH:19]=2)=[O:17])[C:11]([OH:13])=[O:12])[CH2:6][CH2:5]1. The yield is 0.920. (7) The reactants are [N:1]1[C:9]2[C:4](=[N:5][CH:6]=[CH:7][CH:8]=2)[N:3]([CH2:10][C:11]2[CH:21]=[CH:20][C:14]3[N:15]=[C:16](SC)[O:17][C:13]=3[CH:12]=2)[CH:2]=1.[NH2:22][C@@H:23]1[CH2:28][CH2:27][CH2:26][CH2:25][C@H:24]1[OH:29].CCN(C(C)C)C(C)C. The catalyst is CC(N(C)C)=O. The product is [N:1]1[C:9]2[C:4](=[N:5][CH:6]=[CH:7][CH:8]=2)[N:3]([CH2:10][C:11]2[CH:21]=[CH:20][C:14]3[N:15]=[C:16]([NH:22][C@@H:23]4[CH2:28][CH2:27][CH2:26][CH2:25][C@H:24]4[OH:29])[O:17][C:13]=3[CH:12]=2)[CH:2]=1. The yield is 0.230.